Dataset: Reaction yield outcomes from USPTO patents with 853,638 reactions. Task: Predict the reaction yield, written as a fraction of the theoretical maximum amount of product (1.0 means a 100% yield; for example, 0.34 means a 34% yield). The reactants are [CH2:1]([N:8]([CH2:13][C:14]([OH:16])=O)[CH2:9][C:10]([OH:12])=O)[C:2]1[CH:7]=[CH:6][CH:5]=[CH:4][CH:3]=1.C(OC(=O)C)(=O)C.[CH:24]1[CH:29]=[CH:28][C:27]([CH2:30][CH2:31][NH2:32])=[CH:26][CH:25]=1.C([O-])(=O)C.[Na+].[OH-].[Na+]. The product is [CH2:1]([N:8]1[CH2:9][C:10](=[O:12])[N:32]([CH2:31][CH2:30][C:27]2[CH:28]=[CH:29][CH:24]=[CH:25][CH:26]=2)[C:14](=[O:16])[CH2:13]1)[C:2]1[CH:3]=[CH:4][CH:5]=[CH:6][CH:7]=1. The yield is 0.923. The catalyst is O.C(N(CC)CC)C.C(OC)(C)(C)C.